From a dataset of Full USPTO retrosynthesis dataset with 1.9M reactions from patents (1976-2016). Predict the reactants needed to synthesize the given product. (1) The reactants are: [CH2:1]([O:8][C:9]1[CH:14]=[CH:13][C:12]([C:15]2[NH:29][C:18]3=[N:19][CH:20]=[C:21]([CH:23]4[CH2:28][CH2:27][NH:26][CH2:25][CH2:24]4)[CH:22]=[C:17]3[N:16]=2)=[CH:11][CH:10]=1)[C:2]1[CH:7]=[CH:6][CH:5]=[CH:4][CH:3]=1.CCN(C(C)C)C(C)C.[CH3:39][S:40](Cl)(=[O:42])=[O:41].O. Given the product [CH2:1]([O:8][C:9]1[CH:10]=[CH:11][C:12]([C:15]2[NH:29][C:18]3=[N:19][CH:20]=[C:21]([CH:23]4[CH2:28][CH2:27][N:26]([S:40]([CH3:39])(=[O:42])=[O:41])[CH2:25][CH2:24]4)[CH:22]=[C:17]3[N:16]=2)=[CH:13][CH:14]=1)[C:2]1[CH:3]=[CH:4][CH:5]=[CH:6][CH:7]=1, predict the reactants needed to synthesize it. (2) Given the product [Cl:12][C:13]1[C:14]([F:21])=[C:15](/[CH:16]=[C:8](/[C:5]2[CH:6]=[CH:7][C:2]([Cl:1])=[CH:3][C:4]=2[F:11])\[C:9]#[N:10])[CH:18]=[CH:19][CH:20]=1, predict the reactants needed to synthesize it. The reactants are: [Cl:1][C:2]1[CH:7]=[CH:6][C:5]([CH2:8][C:9]#[N:10])=[C:4]([F:11])[CH:3]=1.[Cl:12][C:13]1[C:14]([F:21])=[C:15]([CH:18]=[CH:19][CH:20]=1)[CH:16]=O.C[O-].[Na+].